Dataset: Catalyst prediction with 721,799 reactions and 888 catalyst types from USPTO. Task: Predict which catalyst facilitates the given reaction. (1) Reactant: [Br:1][C:2]1[CH:3]=[N:4][C:5]2[C:10]([CH:11]=1)=[CH:9][CH:8]=[CH:7][CH:6]=2.C(OO)(=[O:14])C. Product: [Br:1][C:2]1[CH:3]=[N+:4]([O-:14])[C:5]2[C:10]([CH:11]=1)=[CH:9][CH:8]=[CH:7][CH:6]=2. The catalyst class is: 326. (2) Reactant: C([BH3-])#N.[Na+].[C:5]([C:7]1[CH:14]=[CH:13][C:10]([CH:11]=O)=[CH:9][CH:8]=1)#[N:6].[F:15][C:16]([F:20])([F:19])[CH2:17][NH2:18].C(O)(=O)C. Product: [F:15][C:16]([F:20])([F:19])[CH2:17][NH:18][CH2:11][C:10]1[CH:13]=[CH:14][C:7]([C:5]#[N:6])=[CH:8][CH:9]=1. The catalyst class is: 5.